This data is from Full USPTO retrosynthesis dataset with 1.9M reactions from patents (1976-2016). The task is: Predict the reactants needed to synthesize the given product. (1) The reactants are: [F:1][C:2]1[CH:7]=[C:6]([CH3:8])[CH:5]=[CH:4][C:3]=1[CH2:9][C:10]([OH:12])=O.[K+].[CH3:14][O:15][C:16](=[O:21])[CH2:17]C([O-])=O. Given the product [F:1][C:2]1[CH:7]=[C:6]([CH3:8])[CH:5]=[CH:4][C:3]=1[CH2:9][C:10](=[O:12])[CH2:17][C:16]([O:15][CH3:14])=[O:21], predict the reactants needed to synthesize it. (2) The reactants are: [NH2:1][C:2]1[CH:3]=[C:4]2[C:9](=[CH:10][CH:11]=1)[C:8]([O:12][CH3:13])=[N:7][CH:6]=[CH:5]2.[N+:14]([C:17]1[CH:22]=[CH:21][C:20]([S:23](Cl)(=[O:25])=[O:24])=[CH:19][CH:18]=1)([O-])=O.[CH3:27][S:28](Cl)(=[O:30])=[O:29]. Given the product [CH3:27][S:28]([NH:14][C:17]1[CH:22]=[CH:21][C:20]([S:23]([NH:1][C:2]2[CH:3]=[C:4]3[C:9](=[CH:10][CH:11]=2)[C:8]([O:12][CH3:13])=[N:7][CH:6]=[CH:5]3)(=[O:25])=[O:24])=[CH:19][CH:18]=1)(=[O:30])=[O:29], predict the reactants needed to synthesize it. (3) The reactants are: [Cl:1][C:2]1[CH:3]=[C:4]([C:14]2([OH:21])[CH2:17][CH:16]([C:18](O)=[O:19])[CH2:15]2)[CH:5]=[CH:6][C:7]=1[CH2:8][N:9]1[CH2:13][CH2:12][CH2:11][CH2:10]1.[CH3:22][NH2:23].C(P1(=O)OP(CCC)(=O)OP(CCC)(=O)O1)CC.[OH-].[Na+]. Given the product [CH3:22][NH:23][C:18]([CH:16]1[CH2:17][C:14]([C:4]2[CH:5]=[CH:6][C:7]([CH2:8][N:9]3[CH2:13][CH2:12][CH2:11][CH2:10]3)=[C:2]([Cl:1])[CH:3]=2)([OH:21])[CH2:15]1)=[O:19], predict the reactants needed to synthesize it. (4) Given the product [CH2:1]([N:8]1[CH2:9][CH2:10][NH:11][S:12]1(=[O:14])=[O:13])[C:2]1[CH:7]=[CH:6][CH:5]=[CH:4][CH:3]=1, predict the reactants needed to synthesize it. The reactants are: [CH2:1]([NH:8][CH2:9][CH2:10][NH2:11])[C:2]1[CH:7]=[CH:6][CH:5]=[CH:4][CH:3]=1.[S:12](N)(N)(=[O:14])=[O:13].